Dataset: Peptide-MHC class I binding affinity with 185,985 pairs from IEDB/IMGT. Task: Regression. Given a peptide amino acid sequence and an MHC pseudo amino acid sequence, predict their binding affinity value. This is MHC class I binding data. The peptide sequence is ESRLYTRV. The MHC is H-2-Kb with pseudo-sequence H-2-Kb. The binding affinity (normalized) is 0.347.